From a dataset of Reaction yield outcomes from USPTO patents with 853,638 reactions. Predict the reaction yield, written as a fraction of the theoretical maximum amount of product (1.0 means a 100% yield; for example, 0.34 means a 34% yield). (1) The reactants are [NH2:1][CH2:2][C:3]([C:6]1[CH:28]=[CH:27][C:9]([C:10]([NH:12][C:13]2[N:14]=[C:15]3[CH:20]=[CH:19][C:18]([N:21]4[CH:25]=[CH:24][N:23]=[CH:22]4)=[CH:17][N:16]3[CH:26]=2)=[O:11])=[CH:8][CH:7]=1)([CH3:5])[CH3:4].[CH:29](=O)[CH2:30][CH3:31].C(O)(=O)C.C(O[BH-](OC(=O)C)OC(=O)C)(=O)C.[Na+]. The catalyst is CN(C=O)C.ClCCl. The product is [CH3:4][C:3]([C:6]1[CH:28]=[CH:27][C:9]([C:10]([NH:12][C:13]2[N:14]=[C:15]3[CH:20]=[CH:19][C:18]([N:21]4[CH:25]=[CH:24][N:23]=[CH:22]4)=[CH:17][N:16]3[CH:26]=2)=[O:11])=[CH:8][CH:7]=1)([CH3:5])[CH2:2][NH:1][CH2:29][CH2:30][CH3:31]. The yield is 0.360. (2) The reactants are [NH2:1][C:2]1[CH:7]=[CH:6][CH:5]=[CH:4][C:3]=1[C:8](=O)[CH2:9][CH:10]([CH3:12])[CH3:11].O.NN.[OH-].[K+].O. The catalyst is C(O)COCCOCCO.C(OCC)(=O)C. The product is [CH3:11][CH:10]([CH3:12])[CH2:9][CH2:8][C:3]1[CH:4]=[CH:5][CH:6]=[CH:7][C:2]=1[NH2:1]. The yield is 0.715. (3) The reactants are [NH2:1][C:2]1[CH:3]=[C:4]([CH:10]=[CH:11][C:12]=1C1(N)CCCCC1)[C:5]([O:7]CC)=[O:6].OOS([O-])=O.[K+].[O:26]1[CH:30]=[CH:29][C:28]([CH:31]=O)=[CH:27]1.[OH-].[Na+]. The catalyst is CN(C=O)C.O. The product is [CH:2]1([N:1]2[C:12]3[CH:11]=[CH:10][C:4]([C:5]([OH:7])=[O:6])=[CH:3][C:2]=3[N:1]=[C:31]2[C:28]2[CH:29]=[CH:30][O:26][CH:27]=2)[CH2:3][CH2:4][CH2:10][CH2:11][CH2:12]1. The yield is 0.850. (4) The reactants are [CH3:1][O:2][C:3]1[CH:4]=[C:5]2[C:10](=[CH:11][C:12]=1[O:13][CH3:14])[N:9]=[CH:8][N:7]=[C:6]2[O:15][C:16]1[CH:22]=[CH:21][C:19]([NH2:20])=[C:18]([N+:23]([O-:25])=[O:24])[CH:17]=1.Cl[C:27](Cl)([O:29][C:30](=[O:36])OC(Cl)(Cl)Cl)Cl.[CH:38]1(CO)[CH2:44][CH2:43][CH2:42][CH2:41][CH2:40][CH2:39]1.C(=O)(O)[O-].[Na+]. The catalyst is C(Cl)Cl.C(N(CC)CC)C.C1(C)C=CC=CC=1. The product is [CH3:1][O:2][C:3]1[CH:4]=[C:5]2[C:10](=[CH:11][C:12]=1[O:13][CH3:14])[N:9]=[CH:8][N:7]=[C:6]2[O:15][C:16]1[CH:22]=[CH:21][C:19]([NH:20][C:30](=[O:36])[O:29][CH2:27][CH:38]2[CH2:44][CH2:43][CH2:42][CH2:41][CH2:40][CH2:39]2)=[C:18]([N+:23]([O-:25])=[O:24])[CH:17]=1. The yield is 0.800. (5) The reactants are [Br:1][C:2]1[CH:7]=[C:6]([CH2:8][C:9]([C:11]2[CH:16]=[CH:15][CH:14]=[C:13]([CH3:17])[N:12]=2)=O)[CH:5]=[CH:4][N:3]=1.[NH2:18][C:19]1[C:24]([CH3:25])=[CH:23][CH:22]=[CH:21][N:20]=1. No catalyst specified. The product is [Br:1][C:2]1[CH:7]=[C:6]([C:8]2[N:20]3[CH:21]=[CH:22][CH:23]=[C:24]([CH3:25])[C:19]3=[N:18][C:9]=2[C:11]2[CH:16]=[CH:15][CH:14]=[C:13]([CH3:17])[N:12]=2)[CH:5]=[CH:4][N:3]=1. The yield is 0.620. (6) The reactants are [CH2:1]([O:3][C:4]([C:6]1[CH:7]=[N:8][N:9]([C:11]2[N:15](COCCOC)[C:14]3[CH:22]=[C:23]([Cl:34])[C:24]([S:26][CH2:27][C:28]4[CH:33]=[CH:32][CH:31]=[CH:30][CH:29]=4)=[CH:25][C:13]=3[N:12]=2)[CH:10]=1)=[O:5])[CH3:2].Cl.O1CCOCC1. The catalyst is CCO. The product is [CH2:1]([O:3][C:4]([C:6]1[CH:7]=[N:8][N:9]([C:11]2[NH:15][C:14]3[CH:22]=[C:23]([Cl:34])[C:24]([S:26][CH2:27][C:28]4[CH:33]=[CH:32][CH:31]=[CH:30][CH:29]=4)=[CH:25][C:13]=3[N:12]=2)[CH:10]=1)=[O:5])[CH3:2]. The yield is 0.870. (7) The product is [O:20]=[C:19]([N:21]1[CH2:22][CH2:23][N:24]([C:27](=[O:38])[C:28]2[CH:33]=[CH:32][CH:31]=[CH:30][C:29]=2[C:34]([F:37])([F:35])[F:36])[CH2:25][CH2:26]1)[CH2:18][NH:17][C:61](=[O:71])[C:62]1[CH:70]=[CH:69][C:65]([C:66]([NH2:68])=[O:67])=[CH:64][CH:63]=1. The catalyst is CN(C=O)C.O. The reactants are CCN(C(C)C)C(C)C.OC(C(F)(F)F)=O.[NH2:17][CH2:18][C:19]([N:21]1[CH2:26][CH2:25][N:24]([C:27](=[O:38])[C:28]2[CH:33]=[CH:32][CH:31]=[CH:30][C:29]=2[C:34]([F:37])([F:36])[F:35])[CH2:23][CH2:22]1)=[O:20].C1C=CC2N(O)N=NC=2C=1.CCN=C=NCCCN(C)C.Cl.[C:61](O)(=[O:71])[C:62]1[CH:70]=[CH:69][C:65]([C:66]([NH2:68])=[O:67])=[CH:64][CH:63]=1. The yield is 0.595.